From a dataset of Catalyst prediction with 721,799 reactions and 888 catalyst types from USPTO. Predict which catalyst facilitates the given reaction. (1) Reactant: [CH2:1]([O:3][C:4]([C:6]1[CH:7]=[N:8][N:9]([CH3:21])[C:10]=1[NH:11][C:12]1[CH:17]=[CH:16][CH:15]=[CH:14][C:13]=1[N+:18]([O-])=O)=[O:5])[CH3:2]. Product: [CH2:1]([O:3][C:4]([C:6]1[CH:7]=[N:8][N:9]([CH3:21])[C:10]=1[NH:11][C:12]1[CH:17]=[CH:16][CH:15]=[CH:14][C:13]=1[NH2:18])=[O:5])[CH3:2]. The catalyst class is: 19. (2) Product: [C:1]([NH:9][C:10]([NH:27][C:21]1[C:20]([O:19][CH2:12][C:13]2[CH:18]=[CH:17][CH:16]=[CH:15][CH:14]=2)=[N:25][C:24]([Br:26])=[CH:23][N:22]=1)=[S:11])(=[O:8])[C:2]1[CH:7]=[CH:6][CH:5]=[CH:4][CH:3]=1. The catalyst class is: 1. Reactant: [C:1]([N:9]=[C:10]=[S:11])(=[O:8])[C:2]1[CH:7]=[CH:6][CH:5]=[CH:4][CH:3]=1.[CH2:12]([O:19][C:20]1[C:21]([NH2:27])=[N:22][CH:23]=[C:24]([Br:26])[N:25]=1)[C:13]1[CH:18]=[CH:17][CH:16]=[CH:15][CH:14]=1. (3) Reactant: [C:1]([O:5][C:6]([N:8]1[CH2:13][CH2:12][O:11][CH:10]([C:14]2[CH:19]=[CH:18][C:17]([NH2:20])=[CH:16][CH:15]=2)[CH2:9]1)=[O:7])([CH3:4])([CH3:3])[CH3:2].[Cl:21][C:22]1[CH:29]=[CH:28][C:25]([CH:26]=O)=[CH:24][CH:23]=1.CC(O)=O.C(O[BH-](OC(=O)C)OC(=O)C)(=O)C.[Na+]. Product: [C:1]([O:5][C:6]([N:8]1[CH2:13][CH2:12][O:11][CH:10]([C:14]2[CH:15]=[CH:16][C:17]([NH:20][CH2:26][C:25]3[CH:28]=[CH:29][C:22]([Cl:21])=[CH:23][CH:24]=3)=[CH:18][CH:19]=2)[CH2:9]1)=[O:7])([CH3:4])([CH3:2])[CH3:3]. The catalyst class is: 1. (4) Reactant: [NH2:1][CH2:2][C@H:3]1[CH2:8][CH2:7][C@H:6]([C:9]([NH:11][C@@H:12]([CH2:36][C:37]2[CH:42]=[CH:41][C:40]([C:43]3[CH:48]=[CH:47][C:46]([C:49](=[O:58])[NH:50][C@H:51]4[CH2:56][CH2:55][C@H:54]([OH:57])[CH2:53][CH2:52]4)=[CH:45][C:44]=3[CH3:59])=[CH:39][CH:38]=2)[C:13]([NH:15][C:16]2[CH:21]=[CH:20][C:19]([C:22]3[NH:23][C:24]([C:27]([F:35])([F:34])[C:28]([F:33])([F:32])[C:29]([OH:31])=[O:30])=[N:25][N:26]=3)=[CH:18][CH:17]=2)=[O:14])=[O:10])[CH2:5][CH2:4]1.[ClH:60]. Product: [ClH:60].[NH2:1][CH2:2][C@H:3]1[CH2:8][CH2:7][C@H:6]([C:9]([NH:11][C@@H:12]([CH2:36][C:37]2[CH:38]=[CH:39][C:40]([C:43]3[CH:48]=[CH:47][C:46]([C:49](=[O:58])[NH:50][C@H:51]4[CH2:56][CH2:55][C@H:54]([OH:57])[CH2:53][CH2:52]4)=[CH:45][C:44]=3[CH3:59])=[CH:41][CH:42]=2)[C:13]([NH:15][C:16]2[CH:17]=[CH:18][C:19]([C:22]3[NH:23][C:24]([C:27]([F:34])([F:35])[C:28]([F:32])([F:33])[C:29]([OH:31])=[O:30])=[N:25][N:26]=3)=[CH:20][CH:21]=2)=[O:14])=[O:10])[CH2:5][CH2:4]1. The catalyst class is: 12. (5) Product: [CH2:1]([O:3][C:4](=[O:17])[CH:5]=[C:6]([O:8][C:9]1[CH:14]=[C:13]([F:15])[CH:12]=[CH:11][C:10]=1[F:16])[CH2:7][Br:18])[CH3:2]. Reactant: [CH2:1]([O:3][C:4](=[O:17])[CH:5]=[C:6]([O:8][C:9]1[CH:14]=[C:13]([F:15])[CH:12]=[CH:11][C:10]=1[F:16])[CH3:7])[CH3:2].[Br:18]N1C(=O)CCC1=O. The catalyst class is: 340. (6) Reactant: [H-].[Na+].[C:3]([O:11][CH2:12][CH3:13])(=[O:10])[CH2:4][C:5]([O:7][CH2:8][CH3:9])=[O:6].F[C:15]1[CH:20]=[CH:19][C:18]([N+:21]([O-:23])=[O:22])=[C:17]([O:24][CH3:25])[CH:16]=1. Product: [CH3:25][O:24][C:17]1[CH:16]=[C:15]([CH:4]([C:5]([O:7][CH2:8][CH3:9])=[O:6])[C:3]([O:11][CH2:12][CH3:13])=[O:10])[CH:20]=[CH:19][C:18]=1[N+:21]([O-:23])=[O:22]. The catalyst class is: 35.